From a dataset of Full USPTO retrosynthesis dataset with 1.9M reactions from patents (1976-2016). Predict the reactants needed to synthesize the given product. (1) Given the product [O:6]=[C:5]([NH2:19])[C@@H:4]([C@@H:3]([C@@H:2]([CH2:1][OH:10])[OH:7])[OH:9])[OH:8].[NH2:19][CH2:18][CH2:17][C:16]1[CH:20]=[CH:21][C:22]([OH:23])=[C:14]([OH:13])[CH:15]=1, predict the reactants needed to synthesize it. The reactants are: [CH2:1]([OH:10])[C@H:2]1[O:7][C:5](=[O:6])[C@H:4]([OH:8])[C@@H:3]1[OH:9].CO.[OH:13][C:14]1[CH:15]=[C:16]([CH:20]=[CH:21][C:22]=1[OH:23])[CH2:17][CH2:18][NH2:19].C(N(CC)CC)C. (2) Given the product [O-:17][S:15]([C:18]([F:21])([F:20])[F:19])(=[O:16])=[O:14].[CH2:2]([N+:8]1[CH:12]=[CH:11][N:10]([CH3:13])[CH:9]=1)[CH2:3][CH2:4][CH2:5][CH2:6][CH3:7], predict the reactants needed to synthesize it. The reactants are: [Cl-].[CH2:2]([N+:8]1[CH:12]=[CH:11][N:10]([CH3:13])[CH:9]=1)[CH2:3][CH2:4][CH2:5][CH2:6][CH3:7].[O:14](C)[S:15]([C:18]([F:21])([F:20])[F:19])(=[O:17])=[O:16]. (3) Given the product [N+:3]([CH:6]=[CH:12][C:8]1[O:7][CH:11]=[CH:10][CH:9]=1)([O-:5])=[O:4], predict the reactants needed to synthesize it. The reactants are: [OH-].[K+].[N+:3]([CH3:6])([O-:5])=[O:4].[O:7]1[CH:11]=[CH:10][CH:9]=[C:8]1[CH:12]=O. (4) Given the product [F:7][C:8]1[CH:9]=[CH:10][C:11]([OH:34])=[C:12](/[CH:13]=[CH:35]/[CH:37]([CH2:38][CH2:39][C:40]2[CH:41]=[CH:42][C:43]([C:44]([O:46][CH3:47])=[O:45])=[CH:48][CH:49]=2)[CH2:50][CH2:51][C:52]2[CH:61]=[CH:60][C:55]([C:56]([O:58][CH3:59])=[O:57])=[CH:54][CH:53]=2)[CH:33]=1, predict the reactants needed to synthesize it. The reactants are: C([Li])CCC.[Br-].[F:7][C:8]1[CH:9]=[CH:10][C:11]([OH:34])=[C:12]([CH:33]=1)[CH2:13][P+](C1C=CC=CC=1)(C1C=CC=CC=1)C1C=CC=CC=1.[CH:35]([CH:37]([CH2:50][CH2:51][C:52]1[CH:61]=[CH:60][C:55]([C:56]([O:58][CH3:59])=[O:57])=[CH:54][CH:53]=1)[CH2:38][CH2:39][C:40]1[CH:49]=[CH:48][C:43]([C:44]([O:46][CH3:47])=[O:45])=[CH:42][CH:41]=1)=O.[Cl-].[NH4+]. (5) Given the product [F:7][C:8]1[C:16]([F:17])=[CH:15][CH:14]=[C:10]([CH2:11][OH:12])[C:9]=1[CH2:18][OH:19], predict the reactants needed to synthesize it. The reactants are: [H-].[H-].[H-].[H-].[Li+].[Al+3].[F:7][C:8]1[C:16]([F:17])=[CH:15][CH:14]=[C:10]([C:11](O)=[O:12])[C:9]=1[C:18](O)=[O:19]. (6) Given the product [CH3:21][C:19]1[C:44]([CH2:46][N:28]2[CH2:29][CH2:30][N:25]([CH2:31][CH2:32][OH:33])[CH2:26][CH2:27]2)=[CH:64][N:16]([C:14]2[C:48]([CH3:49])=[CH:12][N:11]=[C:10]([NH:56][C:55]3[CH:57]=[C:58]([O:62][CH3:63])[C:59]([O:60][CH3:61])=[C:53]([O:52][CH3:51])[CH:54]=3)[N:15]=2)[CH:20]=1, predict the reactants needed to synthesize it. The reactants are: CC1C=C(N[C:10]2[N:15]=[C:14]([N:16]3[CH:20]=[C:19]([CH2:21]O)C(C)=N3)C(F)=[CH:12][N:11]=2)C=C(C)C=1.[N:25]1([CH2:31][CH2:32][OH:33])[CH2:30][CH2:29][NH:28][CH2:27][CH2:26]1.[BH-](O[C:44]([CH3:46])=O)(OC(C)=O)OC(C)=O.[Na+].[CH2:48](O)[CH3:49].[CH3:51][O:52][C:53]1[CH:54]=[C:55]([CH:57]=[C:58]([O:62][CH3:63])[C:59]=1[O:60][CH3:61])[NH2:56].[C:64](=O)([O-])[O-].[K+].[K+]. (7) Given the product [Br:17][C:18]1[CH:23]=[CH:22][C:21]([Br:24])=[CH:20][C:19]=1[C:25]1[CH:30]=[CH:29][C:28]([S:31]([OH:33])(=[O:3])=[O:32])=[CH:27][CH:26]=1, predict the reactants needed to synthesize it. The reactants are: C([O:3]CC(O)COCC)C.N1C=CC=CC=1.[Br:17][C:18]1[CH:23]=[CH:22][C:21]([Br:24])=[CH:20][C:19]=1[C:25]1[CH:30]=[CH:29][C:28]([S:31](Cl)(=[O:33])=[O:32])=[CH:27][CH:26]=1.